This data is from Peptide-MHC class I binding affinity with 185,985 pairs from IEDB/IMGT. The task is: Regression. Given a peptide amino acid sequence and an MHC pseudo amino acid sequence, predict their binding affinity value. This is MHC class I binding data. (1) The peptide sequence is CGDGRRRVY. The MHC is HLA-A23:01 with pseudo-sequence HLA-A23:01. The binding affinity (normalized) is 0. (2) The peptide sequence is EVIPMFSAL. The MHC is HLA-A23:01 with pseudo-sequence HLA-A23:01. The binding affinity (normalized) is 0. (3) The binding affinity (normalized) is 0.0847. The peptide sequence is GRYIVYSSY. The MHC is HLA-A30:01 with pseudo-sequence HLA-A30:01. (4) The peptide sequence is SASEAVNDSR. The MHC is HLA-B57:01 with pseudo-sequence HLA-B57:01. The binding affinity (normalized) is 0.331. (5) The peptide sequence is LMLLPTALAF. The MHC is HLA-A23:01 with pseudo-sequence HLA-A23:01. The binding affinity (normalized) is 0.604. (6) The peptide sequence is RSNNKFTLK. The MHC is HLA-B15:01 with pseudo-sequence HLA-B15:01. The binding affinity (normalized) is 0.0847. (7) The peptide sequence is SMNYPNSYK. The MHC is HLA-B18:01 with pseudo-sequence HLA-B18:01. The binding affinity (normalized) is 0.0847.